Dataset: Catalyst prediction with 721,799 reactions and 888 catalyst types from USPTO. Task: Predict which catalyst facilitates the given reaction. Reactant: [C:1]([O:5][C:6]([N:8]1[C@H:13]([C:14]([OH:16])=O)[CH2:12][CH:11]2[CH:9]1[CH2:10]2)=[O:7])([CH3:4])([CH3:3])[CH3:2].Cl.[F:18][C:19]([F:35])([F:34])[C:20]1[N:25]=[CH:24][C:23]([C:26]2[N:31]=[CH:30][N:29]=[C:28]([CH2:32][NH2:33])[CH:27]=2)=[CH:22][CH:21]=1.CCN(C(C)C)C(C)C.CN(C(ON1N=NC2C=CC=NC1=2)=[N+](C)C)C.F[P-](F)(F)(F)(F)F. Product: [F:35][C:19]([F:18])([F:34])[C:20]1[N:25]=[CH:24][C:23]([C:26]2[N:31]=[CH:30][N:29]=[C:28]([CH2:32][NH:33][C:14]([C@@H:13]3[CH2:12][CH:11]4[CH:9]([CH2:10]4)[N:8]3[C:6]([O:5][C:1]([CH3:2])([CH3:3])[CH3:4])=[O:7])=[O:16])[CH:27]=2)=[CH:22][CH:21]=1. The catalyst class is: 35.